Task: Predict which catalyst facilitates the given reaction.. Dataset: Catalyst prediction with 721,799 reactions and 888 catalyst types from USPTO (1) Reactant: [CH3:1][N:2]1[CH2:7][CH2:6][N:5]([C:8]2[CH:15]=[CH:14][C:11]([CH:12]=O)=[CH:10][CH:9]=2)[CH2:4][CH2:3]1.[CH3:16][C:17]1[CH:33]=[CH:32][C:20]2[N:21]=[C:22]([C:24]3[CH:29]=[CH:28][C:27]([NH:30][NH2:31])=[CH:26][CH:25]=3)[S:23][C:19]=2[CH:18]=1. Product: [CH3:16][C:17]1[CH:33]=[CH:32][C:20]2[N:21]=[C:22]([C:24]3[CH:25]=[CH:26][C:27]([NH:30][N:31]=[CH:12][C:11]4[CH:14]=[CH:15][C:8]([N:5]5[CH2:6][CH2:7][N:2]([CH3:1])[CH2:3][CH2:4]5)=[CH:9][CH:10]=4)=[CH:28][CH:29]=3)[S:23][C:19]=2[CH:18]=1. The catalyst class is: 8. (2) Reactant: [CH2:1]([O:3][C:4]([N:6]1[CH2:12][CH2:11][CH2:10][CH:9]([N:13]2[CH2:18][CH2:17][CH:16]([C:19]([OH:21])=O)[CH2:15][CH2:14]2)[CH2:8][CH2:7]1)=[O:5])[CH3:2].[CH2:22]([NH2:26])[CH:23]([CH3:25])[CH3:24].CN(C(ON1N=NC2C=CC=NC1=2)=[N+](C)C)C.F[P-](F)(F)(F)(F)F. Product: [CH3:24][CH:23]([CH3:25])[CH2:22][NH:26][C:19]([CH:16]1[CH2:15][CH2:14][N:13]([CH:9]2[CH2:10][CH2:11][CH2:12][N:6]([C:4]([O:3][CH2:1][CH3:2])=[O:5])[CH2:7][CH2:8]2)[CH2:18][CH2:17]1)=[O:21]. The catalyst class is: 3. (3) Reactant: [NH:1]1[CH:5]=[CH:4][N:3]=[N:2]1.CC(C)([O-])C.[K+].CS(O[CH2:17][C:18]1[N:27]([S:28]([C:31]2[CH:36]=[CH:35][CH:34]=[CH:33][CH:32]=2)(=[O:30])=[O:29])[C:21]2=[N:22][CH:23]=[CH:24][C:25]([Br:26])=[C:20]2[CH:19]=1)(=O)=O.C(=O)(O)[O-].[Na+]. Product: [Br:26][C:25]1[CH:24]=[CH:23][N:22]=[C:21]2[N:27]([S:28]([C:31]3[CH:32]=[CH:33][CH:34]=[CH:35][CH:36]=3)(=[O:30])=[O:29])[C:18]([CH2:17][N:1]3[CH:5]=[CH:4][N:3]=[N:2]3)=[CH:19][C:20]=12. The catalyst class is: 1. (4) Reactant: [N:1]12[CH2:8][CH2:7][CH:4]([CH2:5][CH2:6]1)[CH:3]([O:9][C:10](=[O:23])[NH:11][C:12]([C:15]1[CH:20]=[CH:19][C:18]([F:21])=[C:17](Br)[CH:16]=1)([CH3:14])[CH3:13])[CH2:2]2.[N:24]1[CH:29]=[CH:28][CH:27]=[C:26](B(O)O)[CH:25]=1. Product: [F:21][C:18]1[CH:19]=[CH:20][C:15]([C:12]([NH:11][C:10](=[O:23])[O:9][CH:3]2[CH:4]3[CH2:7][CH2:8][N:1]([CH2:6][CH2:5]3)[CH2:2]2)([CH3:14])[CH3:13])=[CH:16][C:17]=1[C:26]1[CH:25]=[N:24][CH:29]=[CH:28][CH:27]=1. The catalyst class is: 110. (5) Reactant: [CH2:1]([O:3][C:4]([C:6]1[CH:7]=[C:8]2[C:13](=[CH:14][CH:15]=1)[NH:12][CH:11]([C:16]1[CH:21]=[CH:20][CH:19]=[C:18](Br)[CH:17]=1)[C:10]([CH3:24])([CH3:23])[CH2:9]2)=[O:5])[CH3:2].[NH:25]1[CH2:30][CH2:29][NH:28][CH2:27][CH2:26]1.Cl.CN(C)CC(O)=O.C(=O)([O-])[O-].[K+].[K+]. Product: [CH2:1]([O:3][C:4]([C:6]1[CH:7]=[C:8]2[C:13](=[CH:14][CH:15]=1)[NH:12][CH:11]([C:16]1[CH:21]=[CH:20][CH:19]=[C:18]([N:25]3[CH2:30][CH2:29][NH:28][CH2:27][CH2:26]3)[CH:17]=1)[C:10]([CH3:24])([CH3:23])[CH2:9]2)=[O:5])[CH3:2]. The catalyst class is: 156.